From a dataset of Forward reaction prediction with 1.9M reactions from USPTO patents (1976-2016). Predict the product of the given reaction. (1) Given the reactants [Cl:1][C:2]1[CH:3]=[C:4]([S:9][C:10]2[N:14]([C:15]3[CH:20]=[CH:19][CH:18]=[CH:17][CH:16]=3)[N:13]=[C:12]([CH3:21])[C:11]=2[CH:22]=O)[CH:5]=[C:6]([Cl:8])[CH:7]=1.[CH2:24](P(=O)(OCC)OCC)[C:25]1[CH:30]=[CH:29][CH:28]=[CH:27][CH:26]=1.[H-].[Na+], predict the reaction product. The product is: [Cl:1][C:2]1[CH:3]=[C:4]([S:9][C:10]2[N:14]([C:15]3[CH:20]=[CH:19][CH:18]=[CH:17][CH:16]=3)[N:13]=[C:12]([CH3:21])[C:11]=2[CH:22]=[CH:24][C:25]2[CH:30]=[CH:29][CH:28]=[CH:27][CH:26]=2)[CH:5]=[C:6]([Cl:8])[CH:7]=1. (2) Given the reactants C(N(C(C)C)CC)(C)C.F[B-](F)(F)F.N1(OC(N(C)C)=[N+](C)C)C2C=CC=CC=2N=N1.[Cl:32][C:33]1[S:37][C:36]([C:38]2[CH:39]=[N:40][N:41]([CH3:46])[C:42]=2[C:43]([OH:45])=O)=[N:35][C:34]=1[CH:47]([F:49])[F:48].[C:50]1([C:56]2[N:57]=[C:58]3[CH:63]=[C:62]([NH2:64])[CH:61]=[CH:60][N:59]3[CH:65]=2)[CH:55]=[CH:54][CH:53]=[CH:52][CH:51]=1, predict the reaction product. The product is: [Cl:32][C:33]1[S:37][C:36]([C:38]2[CH:39]=[N:40][N:41]([CH3:46])[C:42]=2[C:43]([NH:64][C:62]2[CH:61]=[CH:60][N:59]3[CH:65]=[C:56]([C:50]4[CH:55]=[CH:54][CH:53]=[CH:52][CH:51]=4)[N:57]=[C:58]3[CH:63]=2)=[O:45])=[N:35][C:34]=1[CH:47]([F:49])[F:48]. (3) Given the reactants [Cl:1][C:2]1[C:10]([C:11]([F:14])([F:13])[F:12])=[CH:9][CH:8]=[CH:7][C:3]=1[C:4]([OH:6])=O.S(Cl)(Cl)=O.CN(C)C=O.[C:24]([C:28]1[N:32]([CH3:33])[N:31]([CH2:34][CH:35]2[CH2:37][CH2:36]2)[C:30](=[NH:38])[CH:29]=1)([CH3:27])([CH3:26])[CH3:25], predict the reaction product. The product is: [C:24]([C:28]1[N:32]([CH3:33])[N:31]([CH2:34][CH:35]2[CH2:36][CH2:37]2)[C:30](=[N:38][C:4](=[O:6])[C:3]2[CH:7]=[CH:8][CH:9]=[C:10]([C:11]([F:14])([F:13])[F:12])[C:2]=2[Cl:1])[CH:29]=1)([CH3:27])([CH3:25])[CH3:26]. (4) The product is: [Cl:8][C:9]1[C:10]([O:36][C:37]2[CH:42]=[C:41]([F:43])[C:40]([C:44]([F:45])([F:46])[F:47])=[CH:39][C:38]=2[C:48]2[CH:53]=[CH:52][N:51]=[N:50][CH:49]=2)=[CH:11][C:12]([F:35])=[C:13]([S:15]([NH:18][C:19]2[S:20][CH:21]=[N:22][N:23]=2)(=[O:16])=[O:17])[CH:14]=1. Given the reactants FC(F)(F)C(O)=O.[Cl:8][C:9]1[C:10]([O:36][C:37]2[CH:42]=[C:41]([F:43])[C:40]([C:44]([F:47])([F:46])[F:45])=[CH:39][C:38]=2[C:48]2[CH:53]=[CH:52][N:51]=[N:50][CH:49]=2)=[CH:11][C:12]([F:35])=[C:13]([S:15]([N:18](CC2C=CC(OC)=CC=2OC)[C:19]2[S:20][CH:21]=[N:22][N:23]=2)(=[O:17])=[O:16])[CH:14]=1.C(Cl)Cl, predict the reaction product. (5) Given the reactants [Br:1][C:2]1[C:10]2[C:5](=[CH:6][CH:7]=[C:8]([C:11]#[N:12])[CH:9]=2)[NH:4][N:3]=1.[OH2:13].[C:14]1(C)C=[CH:18][C:17](S(O)(=O)=O)=[CH:16][CH:15]=1, predict the reaction product. The product is: [Br:1][C:2]1[C:10]2[C:5](=[CH:6][CH:7]=[C:8]([C:11]#[N:12])[CH:9]=2)[N:4]([CH:18]2[CH2:17][CH2:16][CH2:15][CH2:14][O:13]2)[N:3]=1. (6) Given the reactants [CH2:1]([C:3]1[CH:8]=[CH:7][C:6]([CH:9]2[CH2:14][N:13]([C:15]([N:17]3[CH2:22][CH2:21][O:20][CH2:19][CH2:18]3)=[O:16])[CH2:12][CH:11]([C:23]([OH:25])=O)[CH2:10]2)=[CH:5][CH:4]=1)[CH3:2].[Cl:26][C:27]1[CH:32]=[CH:31][CH:30]=[CH:29][C:28]=1[C:33](=[N:35]O)[NH2:34], predict the reaction product. The product is: [Cl:26][C:27]1[CH:32]=[CH:31][CH:30]=[CH:29][C:28]=1[C:33]1[N:35]=[C:23]([CH:11]2[CH2:10][CH:9]([C:6]3[CH:5]=[CH:4][C:3]([CH2:1][CH3:2])=[CH:8][CH:7]=3)[CH2:14][N:13]([C:15]([N:17]3[CH2:22][CH2:21][O:20][CH2:19][CH2:18]3)=[O:16])[CH2:12]2)[O:25][N:34]=1. (7) Given the reactants [F:1][C:2]([F:15])([F:14])[S:3]([O:6]S(C(F)(F)F)(=O)=O)(=[O:5])=[O:4].[OH:16][C:17]1[C:30]2[C:29](=[O:31])[C:28]3[C:23](=[CH:24][CH:25]=[CH:26][CH:27]=3)[NH:22][C:21]=2[CH:20]=[C:19](O)[CH:18]=1.N1C(C)=CC=CC=1C, predict the reaction product. The product is: [OH:16][C:17]1[C:30]2[C:29](=[O:31])[C:28]3[C:23](=[CH:24][CH:25]=[CH:26][CH:27]=3)[NH:22][C:21]=2[CH:20]=[C:19]([O:6][S:3]([C:2]([F:15])([F:14])[F:1])(=[O:5])=[O:4])[CH:18]=1. (8) Given the reactants [CH:1]1([C:4]2[N:31]=[C:7]3[NH:8][C:9](=[O:30])[C:10]([CH2:15][C:16]4[CH:21]=[CH:20][C:19]([C:22]5[C:23]([C:28]#[N:29])=[CH:24][CH:25]=[CH:26][CH:27]=5)=[CH:18][CH:17]=4)=[C:11]([CH2:12][CH2:13][CH3:14])[N:6]3[N:5]=2)[CH2:3][CH2:2]1.Br[CH2:33][C:34]1[CH:39]=[CH:38][C:37]([F:40])=[CH:36][CH:35]=1.C(=O)([O-])[O-].[K+].[K+].CN(C)C=O, predict the reaction product. The product is: [CH:1]1([C:4]2[N:31]=[C:7]3[N:8]([CH2:33][C:34]4[CH:39]=[CH:38][C:37]([F:40])=[CH:36][CH:35]=4)[C:9](=[O:30])[C:10]([CH2:15][C:16]4[CH:21]=[CH:20][C:19]([C:22]5[C:23]([C:28]#[N:29])=[CH:24][CH:25]=[CH:26][CH:27]=5)=[CH:18][CH:17]=4)=[C:11]([CH2:12][CH2:13][CH3:14])[N:6]3[N:5]=2)[CH2:2][CH2:3]1. (9) Given the reactants [Cl:1][C:2]1[N:3]=[C:4](Cl)[C:5]2[CH2:10][N:9]([C:11]([O:13][C:14]([CH3:17])([CH3:16])[CH3:15])=[O:12])[CH2:8][C:6]=2[N:7]=1.CCN(C(C)C)C(C)C.[NH:28]1[CH2:33][CH2:32][O:31][CH2:30][CH2:29]1.CCOC(C)=O, predict the reaction product. The product is: [Cl:1][C:2]1[N:3]=[C:4]([N:28]2[CH2:33][CH2:32][O:31][CH2:30][CH2:29]2)[C:5]2[CH2:10][N:9]([C:11]([O:13][C:14]([CH3:17])([CH3:16])[CH3:15])=[O:12])[CH2:8][C:6]=2[N:7]=1. (10) The product is: [N:11]1([C:14]2[N:19]=[C:18]([C:20]3[CH:24]=[CH:23][S:22][CH:21]=3)[N:17]=[CH:16][N:15]=2)[CH2:12][CH2:13][NH:8][CH2:9][CH2:10]1. Given the reactants C(OC([N:8]1[CH2:13][CH2:12][N:11]([C:14]2[N:19]=[C:18]([C:20]3[CH:24]=[CH:23][S:22][CH:21]=3)[N:17]=[CH:16][N:15]=2)[CH2:10][CH2:9]1)=O)(C)(C)C.C(O)(C(F)(F)F)=O, predict the reaction product.